Task: Predict which catalyst facilitates the given reaction.. Dataset: Catalyst prediction with 721,799 reactions and 888 catalyst types from USPTO (1) The catalyst class is: 5. Reactant: [CH3:1][NH:2][S:3]([CH2:6][CH2:7][C:8]1[CH:9]=[C:10]2[C:14](=[CH:15][CH:16]=1)[NH:13][CH:12]=[CH:11]2)(=[O:5])=[O:4].[CH3:17][N:18]1[CH2:23][CH2:22][C:21](=O)[CH2:20][CH2:19]1.[OH-].[K+].O. Product: [CH3:1][NH:2][S:3]([CH2:6][CH2:7][C:8]1[CH:9]=[C:10]2[C:14](=[CH:15][CH:16]=1)[NH:13][CH:12]=[C:11]2[C:21]1[CH2:22][CH2:23][N:18]([CH3:17])[CH2:19][CH:20]=1)(=[O:5])=[O:4]. (2) Product: [CH2:1]([O:3][C:4](=[O:21])[CH2:5][C:6]1[CH:11]=[C:10]([C:27]2[CH:28]=[CH:29][C:24]([C:23]([F:34])([F:33])[F:22])=[CH:25][CH:26]=2)[CH:9]=[C:8]([O:13][CH2:14][C:15]2[CH:20]=[CH:19][CH:18]=[CH:17][CH:16]=2)[CH:7]=1)[CH3:2]. Reactant: [CH2:1]([O:3][C:4](=[O:21])[CH2:5][C:6]1[CH:11]=[C:10](Br)[CH:9]=[C:8]([O:13][CH2:14][C:15]2[CH:20]=[CH:19][CH:18]=[CH:17][CH:16]=2)[CH:7]=1)[CH3:2].[F:22][C:23]([F:34])([F:33])[C:24]1[CH:29]=[CH:28][C:27](B(O)O)=[CH:26][CH:25]=1.C([O-])([O-])=O.[K+].[K+]. The catalyst class is: 57. (3) Reactant: [NH2:1][C:2]1[CH:3]=[C:4]2[C:8](=[CH:9][CH:10]=1)[NH:7][CH:6]=[CH:5]2.[C:11](O[C:11]([O:13][C:14]([CH3:17])([CH3:16])[CH3:15])=[O:12])([O:13][C:14]([CH3:17])([CH3:16])[CH3:15])=[O:12]. Product: [C:14]([O:13][C:11](=[O:12])[NH:1][C:2]1[CH:3]=[C:4]2[C:8](=[CH:9][CH:10]=1)[NH:7][CH:6]=[CH:5]2)([CH3:17])([CH3:16])[CH3:15]. The catalyst class is: 4.